This data is from Catalyst prediction with 721,799 reactions and 888 catalyst types from USPTO. The task is: Predict which catalyst facilitates the given reaction. (1) Reactant: C(N1CCN2CCN(CC(C)C)P1N(CC(C)C)CC2)C(C)C.[N+:24]([CH3:27])([O-:26])=[O:25].[CH2:28]([O:30][C:31](=[O:48])[CH:32]=[C:33]1[CH2:38][CH2:37][CH:36]([CH2:39][NH:40][C:41]([O:43][C:44]([CH3:47])([CH3:46])[CH3:45])=[O:42])[CH2:35][CH2:34]1)[CH3:29]. Product: [CH2:28]([O:30][C:31](=[O:48])[CH2:32][C:33]1([CH2:27][N+:24]([O-:26])=[O:25])[CH2:38][CH2:37][CH:36]([CH2:39][NH:40][C:41]([O:43][C:44]([CH3:47])([CH3:46])[CH3:45])=[O:42])[CH2:35][CH2:34]1)[CH3:29]. The catalyst class is: 1. (2) Reactant: [Cl:1][C:2]1[CH:15]=[CH:14][C:5]([CH2:6][NH:7]C(=O)C(F)(F)F)=[CH:4][C:3]=1[C:16]1[NH:20][C:19](=[O:21])[N:18]([C:22]2[CH:23]=[N:24][C:25]([C:28]([F:31])([F:30])[F:29])=[CH:26][CH:27]=2)[N:17]=1.[OH-].[K+].C1COCC1. Product: [NH2:7][CH2:6][C:5]1[CH:14]=[CH:15][C:2]([Cl:1])=[C:3]([C:16]2[NH:20][C:19](=[O:21])[N:18]([C:22]3[CH:23]=[N:24][C:25]([C:28]([F:30])([F:29])[F:31])=[CH:26][CH:27]=3)[N:17]=2)[CH:4]=1. The catalyst class is: 6. (3) Reactant: [O:1]=[C:2]1[CH2:6][CH2:5][N:4]([C:7]([O:9][C:10]([CH3:13])([CH3:12])[CH3:11])=[O:8])[CH2:3]1.[CH3:14][N:15]([CH:17](OC)OC)[CH3:16]. Product: [CH3:14][N:15](/[CH:17]=[C:6]1/[CH2:5][N:4]([C:7]([O:9][C:10]([CH3:13])([CH3:12])[CH3:11])=[O:8])[CH2:3][C:2]/1=[O:1])[CH3:16]. The catalyst class is: 1. (4) Reactant: [F:1][C:2]1[CH:3]=[C:4]2[C:9](=[CH:10][CH:11]=1)[N:8]=[C:7]([CH3:12])[CH:6]=[CH:5]2.[OH-].[Na+].C=O.C[CH2:18][OH:19]. Product: [F:1][C:2]1[CH:3]=[C:4]2[C:9](=[CH:10][CH:11]=1)[N:8]=[C:7]([CH2:12][CH2:18][OH:19])[CH:6]=[CH:5]2. The catalyst class is: 6. (5) Reactant: N1CCOC[CH2:2]1.[Br:7][C:8]1[CH:16]=[CH:15][C:14]([F:17])=[C:13]2[C:9]=1[CH2:10][CH2:11][C@H:12]2[O:18][C:19]1[CH:31]=[CH:30][C:22]2[C@H:23]([CH2:26][C:27]([OH:29])=[O:28])[CH2:24][O:25][C:21]=2[CH:20]=1.Cl. Product: [CH3:2][O:28][C:27](=[O:29])[CH2:26][C@H:23]1[C:22]2[CH:30]=[CH:31][C:19]([O:18][C@H:12]3[C:13]4[C:9](=[C:8]([Br:7])[CH:16]=[CH:15][C:14]=4[F:17])[CH2:10][CH2:11]3)=[CH:20][C:21]=2[O:25][CH2:24]1. The catalyst class is: 5.